From a dataset of Catalyst prediction with 721,799 reactions and 888 catalyst types from USPTO. Predict which catalyst facilitates the given reaction. (1) Reactant: [F:1][C:2]([F:10])([F:9])[C:3](=O)[CH2:4][C:5](=O)[CH3:6].[C:11]([CH2:13][C:14](=[S:16])[NH2:15])#[N:12].C(N(CC)CC)C.C(O)C. Product: [CH3:6][C:5]1[NH:15][C:14](=[S:16])[C:13]([C:11]#[N:12])=[C:3]([C:2]([F:10])([F:9])[F:1])[CH:4]=1. The catalyst class is: 61. (2) Reactant: [CH2:1]([C@:8]12[C:21]3[C:16](=[CH:17][C:18]([C:22]([O:24][CH3:25])=[O:23])=[CH:19][CH:20]=3)[CH:15]=[CH:14][C@H:13]1[CH2:12][C:11]1(OCC[O:26]1)[CH2:10][CH2:9]2)[C:2]1[CH:7]=[CH:6][CH:5]=[CH:4][CH:3]=1.O.C(O)(C(F)(F)F)=O. Product: [CH2:1]([C@@:8]12[CH2:9][CH2:10][C:11](=[O:26])[CH2:12][C@@H:13]1[CH:14]=[CH:15][C:16]1[CH:17]=[C:18]([C:22]([O:24][CH3:25])=[O:23])[CH:19]=[CH:20][C:21]2=1)[C:2]1[CH:3]=[CH:4][CH:5]=[CH:6][CH:7]=1. The catalyst class is: 2. (3) Reactant: [F:1][C:2]1[N:6]([CH3:7])[N:5]=[C:4]([CH3:8])[C:3]=1[C:9](Cl)=[O:10].[CH:12]1([NH:15][C@@H:16]2[CH2:21][CH2:20][CH2:19][CH2:18][C@@H:17]2[C:22]2[CH:27]=[CH:26][CH:25]=[CH:24][CH:23]=2)[CH2:14][CH2:13]1.C(N(CC)CC)C. Product: [CH:12]1([N:15]([C@@H:16]2[CH2:21][CH2:20][CH2:19][CH2:18][C@@H:17]2[C:22]2[CH:23]=[CH:24][CH:25]=[CH:26][CH:27]=2)[C:9]([C:3]2[C:4]([CH3:8])=[N:5][N:6]([CH3:7])[C:2]=2[F:1])=[O:10])[CH2:13][CH2:14]1. The catalyst class is: 7. (4) Reactant: [CH2:1]([NH:3][C:4]1[C:5]([CH2:12][O:13][CH2:14][O:15][CH3:16])=[N:6][C:7]([O:10][CH3:11])=[CH:8][CH:9]=1)[CH3:2].[CH:17]1([CH:22]=O)[CH2:21][CH2:20][CH2:19][CH2:18]1.C(O[BH-](OC(=O)C)OC(=O)C)(=O)C.[Na+].O. Product: [CH:17]1([CH2:22][N:3]([CH2:1][CH3:2])[C:4]2[C:5]([CH2:12][O:13][CH2:14][O:15][CH3:16])=[N:6][C:7]([O:10][CH3:11])=[CH:8][CH:9]=2)[CH2:18][CH2:19][CH2:20][CH2:21]1. The catalyst class is: 26. (5) Product: [F:9][C:8]([F:11])([F:10])[C:3]1[CH:4]=[CH:5][CH:6]=[CH:7][C:2]=1[C:17]1([OH:22])[CH2:21][CH2:20][CH2:19][CH2:18]1. Reactant: Br[C:2]1[CH:7]=[CH:6][CH:5]=[CH:4][C:3]=1[C:8]([F:11])([F:10])[F:9].[Li]CCCC.[C:17]1(=[O:22])[CH2:21][CH2:20][CH2:19][CH2:18]1. The catalyst class is: 1. (6) Product: [C:6]1([O:23][C:17](=[O:18])[NH:16][CH3:15])[CH:5]=[CH:4][CH:3]=[CH:2][CH:14]=1. Reactant: Br[C:2]1[CH:3]=[CH:4][C:5]2SC(NCCF)=N[C:6]=2[CH:14]=1.[CH3:15][N:16](C1C=CC(B2OC(C)(C)C(C)(C)O2)=CC=1)[C:17](=[O:23])[O:18]C(C)(C)C.C([O-])([O-])=O.[Na+].[Na+]. The catalyst class is: 752.